Dataset: Full USPTO retrosynthesis dataset with 1.9M reactions from patents (1976-2016). Task: Predict the reactants needed to synthesize the given product. (1) Given the product [C:29]([O:28][C:26]([N:33]1[CH2:38][CH2:37][CH2:36][CH2:35][C@@H:34]1[C:39](=[O:40])[NH:1][C:2]1[CH:7]=[CH:6][C:5]([C:8]#[C:9][C:10]2[C:11]([C:18]3[CH:23]=[C:22]([Cl:24])[CH:21]=[CH:20][C:19]=3[OH:25])=[N:12][N:13]([CH2:15][CH2:16][OH:17])[CH:14]=2)=[CH:4][CH:3]=1)=[O:27])([CH3:32])([CH3:31])[CH3:30], predict the reactants needed to synthesize it. The reactants are: [NH2:1][C:2]1[CH:7]=[CH:6][C:5]([C:8]#[C:9][C:10]2[C:11]([C:18]3[CH:23]=[C:22]([Cl:24])[CH:21]=[CH:20][C:19]=3[OH:25])=[N:12][N:13]([CH2:15][CH2:16][OH:17])[CH:14]=2)=[CH:4][CH:3]=1.[C:26]([N:33]1[CH2:38][CH2:37][CH2:36][CH2:35][C@@H:34]1[C:39](O)=[O:40])([O:28][C:29]([CH3:32])([CH3:31])[CH3:30])=[O:27].C(N=C=NC(C)C)(C)C.O[Li].O.C(O)(=O)C. (2) Given the product [N:22]1[C:5]2[C:6](=[CH:7][CH:8]=[CH:3][CH:4]=2)[CH:19]=[N:20][CH:21]=1, predict the reactants needed to synthesize it. The reactants are: CO[C:3]1[CH:4]=[C:5]2[N:22]=[CH:21][N:20]=[C:19](NC3C=CC(F)=C(Cl)C=3)[C:6]2=[CH:7][C:8]=1OCCCN1CCOCC1.OC1C=C(C=CC=1OC)C#N.O1CCN(CCCCl)CC1.S(S([O-])=O)([O-])=O.[Na+].[Na+].C(N)=O. (3) Given the product [Br:8][C:9]1[CH:16]=[CH:15][C:12]([CH2:13][N:18]2[CH2:23][CH2:22][S:21](=[O:25])(=[O:24])[CH2:20][CH2:19]2)=[CH:11][CH:10]=1, predict the reactants needed to synthesize it. The reactants are: C(N(CC)CC)C.[Br:8][C:9]1[CH:16]=[CH:15][C:12]([CH2:13]Br)=[CH:11][CH:10]=1.Cl.[NH:18]1[CH2:23][CH2:22][S:21](=[O:25])(=[O:24])[CH2:20][CH2:19]1. (4) Given the product [CH:1]([S:4][C:5]1[CH:13]=[CH:12][C:11]([S:14]([CH3:17])(=[O:16])=[O:15])=[CH:10][C:6]=1[C:7]([N:32]1[CH2:33][CH2:34][N:29]([C:27]2[S:26][N:25]=[C:24]([C:18]3[CH:23]=[CH:22][CH:21]=[CH:20][CH:19]=3)[N:28]=2)[CH2:30][CH2:31]1)=[O:9])([CH3:2])[CH3:3], predict the reactants needed to synthesize it. The reactants are: [CH:1]([S:4][C:5]1[CH:13]=[CH:12][C:11]([S:14]([CH3:17])(=[O:16])=[O:15])=[CH:10][C:6]=1[C:7]([OH:9])=O)([CH3:3])[CH3:2].[C:18]1([C:24]2[N:28]=[C:27]([N:29]3[CH2:34][CH2:33][NH:32][CH2:31][CH2:30]3)[S:26][N:25]=2)[CH:23]=[CH:22][CH:21]=[CH:20][CH:19]=1. (5) Given the product [Cl:1][C:2]1[CH:3]=[C:4]([CH:22]=[CH:23][CH:24]=1)[C:5]([NH:7][CH2:8][C:9]1[CH:14]=[CH:13][C:12]([C:15]#[N:16])=[CH:11][C:10]=1[NH:17][CH2:18][C:19](=[O:21])[NH:25][C:26]1[CH:30]=[CH:29][O:28][N:27]=1)=[O:6], predict the reactants needed to synthesize it. The reactants are: [Cl:1][C:2]1[CH:3]=[C:4]([CH:22]=[CH:23][CH:24]=1)[C:5]([NH:7][CH2:8][C:9]1[CH:14]=[CH:13][C:12]([C:15]#[N:16])=[CH:11][C:10]=1[NH:17][CH2:18][C:19]([OH:21])=O)=[O:6].[NH2:25][C:26]1[CH:30]=[CH:29][O:28][N:27]=1.